This data is from Reaction yield outcomes from USPTO patents with 853,638 reactions. The task is: Predict the reaction yield, written as a fraction of the theoretical maximum amount of product (1.0 means a 100% yield; for example, 0.34 means a 34% yield). (1) The reactants are [F:1][C:2]1[CH:7]=[C:6]([F:8])[CH:5]=[CH:4][C:3]=1[NH2:9].C(N(CC)CC)C.[CH2:17]([S:20](Cl)(=[O:22])=[O:21])[CH2:18][CH3:19].Cl. The catalyst is O1CCCC1. The product is [F:1][C:2]1[CH:7]=[C:6]([F:8])[CH:5]=[CH:4][C:3]=1[NH:9][S:20]([CH2:17][CH2:18][CH3:19])(=[O:22])=[O:21]. The yield is 0.280. (2) The reactants are Br[C:2]1[N:7]=[C:6]2[S:8][C:9]([CH2:11][O:12][C:13]3[C:14]([F:23])=[C:15]([C:19]([F:22])=[CH:20][CH:21]=3)[C:16]([NH2:18])=[O:17])=[N:10][C:5]2=[CH:4][CH:3]=1.[CH3:24][N:25]1[CH:29]=[CH:28][CH:27]=[C:26]1[Sn](CCCC)(CCCC)CCCC.O. The catalyst is CN(C=O)C.[Pd].C1(P(C2C=CC=CC=2)C2C=CC=CC=2)C=CC=CC=1.C1(P(C2C=CC=CC=2)C2C=CC=CC=2)C=CC=CC=1.C1(P(C2C=CC=CC=2)C2C=CC=CC=2)C=CC=CC=1.C1(P(C2C=CC=CC=2)C2C=CC=CC=2)C=CC=CC=1. The product is [F:23][C:14]1[C:13]([O:12][CH2:11][C:9]2[S:8][C:6]3[C:5]([N:10]=2)=[CH:4][CH:3]=[C:2]([C:26]2[N:25]([CH3:24])[CH:29]=[CH:28][CH:27]=2)[N:7]=3)=[CH:21][CH:20]=[C:19]([F:22])[C:15]=1[C:16]([NH2:18])=[O:17]. The yield is 0.320. (3) The reactants are S(=O)(=O)(O)[OH:2].[NH2:6][C:7]1[S:11][N:10]=[C:9]([CH3:12])[C:8]=1[C:13]#[N:14].N. No catalyst specified. The product is [NH2:6][C:7]1[S:11][N:10]=[C:9]([CH3:12])[C:8]=1[C:13]([NH2:14])=[O:2]. The yield is 0.800. (4) The reactants are Cl[CH2:2][CH2:3][CH2:4][N:5]1[C:14]2[C:9](=[CH:10][C:11]([F:16])=[C:12]([F:15])[CH:13]=2)[CH2:8][CH2:7][C:6]1=[O:17].[NH:18]1[CH2:23][CH2:22][CH:21]([CH2:24][O:25][C:26](=[O:31])[C:27]([CH3:30])([CH3:29])[CH3:28])[CH2:20][CH2:19]1.C([O-])([O-])=O.[Cs+].[Cs+].O. The catalyst is CN(C=O)C. The product is [F:16][C:11]1[CH:10]=[C:9]2[C:14](=[CH:13][C:12]=1[F:15])[N:5]([CH2:4][CH2:3][CH2:2][N:18]1[CH2:23][CH2:22][CH:21]([CH2:24][O:25][C:26](=[O:31])[C:27]([CH3:29])([CH3:28])[CH3:30])[CH2:20][CH2:19]1)[C:6](=[O:17])[CH2:7][CH2:8]2. The yield is 0.310. (5) The reactants are [Cl:1][C:2]1[CH:7]=[CH:6][C:5]([NH:8][C:9]([C:11]2[CH:12]=[C:13]([C:17]3[CH:22]=[CH:21][CH:20]=[CH:19][CH:18]=3)[CH:14]=[CH:15][CH:16]=2)=[O:10])=[C:4](I)[CH:3]=1.[C:24](=[O:26])=[O:25]. The catalyst is C1COCC1.C(OCC)(=O)C. The product is [C:13]1([C:17]2[CH:22]=[CH:21][CH:20]=[CH:19][CH:18]=2)[CH:14]=[CH:15][CH:16]=[C:11]([C:9]([NH:8][C:5]2[CH:6]=[CH:7][C:2]([Cl:1])=[CH:3][C:4]=2[C:24]([OH:26])=[O:25])=[O:10])[CH:12]=1. The yield is 0.140. (6) The reactants are S(O[CH2:12][CH2:13][O:14][CH2:15][CH2:16][O:17][CH2:18][CH2:19][O:20][CH2:21][CH2:22][C:23]([O:25][C:26]([CH3:29])([CH3:28])[CH3:27])=[O:24])(C1C=CC(C)=CC=1)(=O)=O.[C:30]1(=[O:40])[NH:34][C:33](=[O:35])[C:32]2=[CH:36][CH:37]=[CH:38][CH:39]=[C:31]12.[K].O. The catalyst is CN(C=O)C. The product is [O:35]=[C:33]1[C:32]2[C:31](=[CH:39][CH:38]=[CH:37][CH:36]=2)[C:30](=[O:40])[N:34]1[CH2:12][CH2:13][O:14][CH2:15][CH2:16][O:17][CH2:18][CH2:19][O:20][CH2:21][CH2:22][C:23]([O:25][C:26]([CH3:27])([CH3:29])[CH3:28])=[O:24]. The yield is 0.780. (7) The reactants are [C:1]([C@@H:4]1[CH2:8][CH2:7][CH2:6][N:5]1C(OC(C)(C)C)=O)(=[O:3])[NH2:2].[ClH:16].O1CCOCC1. No catalyst specified. The product is [ClH:16].[NH:5]1[CH2:6][CH2:7][CH2:8][C@H:4]1[C:1]([NH2:2])=[O:3]. The yield is 1.04.